From a dataset of Forward reaction prediction with 1.9M reactions from USPTO patents (1976-2016). Predict the product of the given reaction. (1) Given the reactants [CH3:1][O:2][C:3]1[CH:4]=[CH:5][C:6]2[C:10]([C:11](=[O:24])[C:12]3[CH:17]=[C:16]([O:18][CH3:19])[C:15]([O:20][CH3:21])=[C:14]([O:22][CH3:23])[CH:13]=3)=[C:9]([CH3:25])[S:8][C:7]=2[C:26]=1[O:27]S(C1C=CC(C)=CC=1)(=O)=O.CO.C(C(O)=O)(F)(F)F, predict the reaction product. The product is: [OH:27][C:26]1[C:7]2[S:8][C:9]([CH3:25])=[C:10]([C:11](=[O:24])[C:12]3[CH:17]=[C:16]([O:18][CH3:19])[C:15]([O:20][CH3:21])=[C:14]([O:22][CH3:23])[CH:13]=3)[C:6]=2[CH:5]=[CH:4][C:3]=1[O:2][CH3:1]. (2) Given the reactants [CH2:1]([O:3][C:4](=[O:11])[CH2:5][C:6](=[O:10])[CH:7]([CH3:9])[CH3:8])[CH3:2].[Br:12]Br, predict the reaction product. The product is: [CH2:1]([O:3][C:4](=[O:11])[CH:5]([Br:12])[C:6](=[O:10])[CH:7]([CH3:8])[CH3:9])[CH3:2]. (3) The product is: [NH2:38][C:2]1[CH:3]=[C:4]2[C:9](=[CH:10][CH:11]=1)[C:8](=[O:12])[NH:7][N:6]=[C:5]2[CH2:13][C:14]1[CH:19]=[CH:18][C:17]([F:20])=[C:16]([C:21]([N:23]2[CH2:28][CH2:27][CH:26]([O:29][CH3:30])[CH2:25][CH2:24]2)=[O:22])[CH:15]=1. Given the reactants Br[C:2]1[CH:3]=[C:4]2[C:9](=[CH:10][CH:11]=1)[C:8](=[O:12])[NH:7][N:6]=[C:5]2[CH2:13][C:14]1[CH:19]=[CH:18][C:17]([F:20])=[C:16]([C:21]([N:23]2[CH2:28][CH2:27][CH:26]([O:29][CH3:30])[CH2:25][CH2:24]2)=[O:22])[CH:15]=1.C1(C(C2C=CC=CC=2)=[NH:38])C=CC=CC=1.C(=O)([O-])[O-].[Cs+].[Cs+].CC1(C)C2C=CC=C(P(C3C=CC=CC=3)C3C=CC=CC=3)C=2OC2C1=CC=CC=2P(C1C=CC=CC=1)C1C=CC=CC=1.Cl, predict the reaction product. (4) Given the reactants C(OC([N:8]1[CH2:13][CH2:12][CH:11]([C:14]2[CH:41]=[C:17]3[CH2:18][N:19]([C:23]([O:25][CH2:26][C:27]4[CH:32]=[C:31]([C:33]([F:36])([F:35])[F:34])[CH:30]=[C:29]([C:37]([F:40])([F:39])[F:38])[CH:28]=4)=[O:24])[CH2:20][CH2:21][CH2:22][N:16]3[N:15]=2)[CH2:10][CH2:9]1)=O)(C)(C)C, predict the reaction product. The product is: [NH:8]1[CH2:9][CH2:10][CH:11]([C:14]2[CH:41]=[C:17]3[CH2:18][N:19]([C:23]([O:25][CH2:26][C:27]4[CH:32]=[C:31]([C:33]([F:35])([F:34])[F:36])[CH:30]=[C:29]([C:37]([F:38])([F:40])[F:39])[CH:28]=4)=[O:24])[CH2:20][CH2:21][CH2:22][N:16]3[N:15]=2)[CH2:12][CH2:13]1. (5) Given the reactants C(OCC(C)C)(=[O:3])C.[F:9][CH:10]([F:33])[O:11][C:12]1[CH:32]=[CH:31][C:15]2[NH:16][C:17]([S:19][CH2:20][C:21]3[C:26]([O:27][CH3:28])=[C:25]([O:29][CH3:30])[CH:24]=[CH:23][N:22]=3)=[N:18][C:14]=2[CH:13]=1.[OH-].[Na+].[O-]Cl.[Na+], predict the reaction product. The product is: [CH3:30][O:29][C:25]1[CH:24]=[CH:23][N:22]=[C:21]([CH2:20][S+:19]([O-:3])[C:17]2[NH:16][C:15]3[CH:31]=[CH:32][C:12]([O:11][CH:10]([F:9])[F:33])=[CH:13][C:14]=3[N:18]=2)[C:26]=1[O:27][CH3:28]. (6) Given the reactants [CH3:1][O:2][C:3]1[CH:4]=[N:5][CH:6]=[CH:7][C:8]=1B(O)O.[Cl:12][C:13]1[N:18]=[C:17](Cl)[CH:16]=[CH:15][N:14]=1.C(=O)([O-])[O-].[Na+].[Na+], predict the reaction product. The product is: [Cl:12][C:13]1[N:18]=[C:17]([C:8]2[CH:7]=[CH:6][N:5]=[CH:4][C:3]=2[O:2][CH3:1])[CH:16]=[CH:15][N:14]=1.